Dataset: Catalyst prediction with 721,799 reactions and 888 catalyst types from USPTO. Task: Predict which catalyst facilitates the given reaction. Reactant: C([N:3]([CH2:6][CH3:7])CC)C.[C:8]1([C:14]([OH:16])=[O:15])([C:11](O)=[O:12])[CH2:10][CH2:9]1.S(Cl)(Cl)=O.[F:21]NC1C=CC=CC=1.[CH2:29]1[CH2:33]O[CH2:31][CH2:30]1. Product: [F:21][C:29]1[CH:33]=[CH:7][C:6]([NH:3][C:11]([C:8]2([C:14]([OH:16])=[O:15])[CH2:10][CH2:9]2)=[O:12])=[CH:31][CH:30]=1. The catalyst class is: 480.